This data is from NCI-60 drug combinations with 297,098 pairs across 59 cell lines. The task is: Regression. Given two drug SMILES strings and cell line genomic features, predict the synergy score measuring deviation from expected non-interaction effect. (1) Drug 1: C1CC(CNC1)C2=CC=C(C=C2)N3C=C4C=CC=C(C4=N3)C(=O)N. Drug 2: CC1CC(C(C(C=C(C(C(C=CC=C(C(=O)NC2=CC(=O)C(=C(C1)C2=O)OC)C)OC)OC(=O)N)C)C)O)OC. Cell line: UACC62. Synergy scores: CSS=36.2, Synergy_ZIP=-3.40, Synergy_Bliss=-6.94, Synergy_Loewe=-7.28, Synergy_HSA=-3.89. (2) Drug 1: CCCS(=O)(=O)NC1=C(C(=C(C=C1)F)C(=O)C2=CNC3=C2C=C(C=N3)C4=CC=C(C=C4)Cl)F. Drug 2: CS(=O)(=O)C1=CC(=C(C=C1)C(=O)NC2=CC(=C(C=C2)Cl)C3=CC=CC=N3)Cl. Cell line: RXF 393. Synergy scores: CSS=18.8, Synergy_ZIP=-3.78, Synergy_Bliss=0.522, Synergy_Loewe=2.26, Synergy_HSA=2.76. (3) Drug 1: C(=O)(N)NO. Drug 2: CC12CCC3C(C1CCC2O)C(CC4=C3C=CC(=C4)O)CCCCCCCCCS(=O)CCCC(C(F)(F)F)(F)F. Cell line: MDA-MB-231. Synergy scores: CSS=0.330, Synergy_ZIP=6.12, Synergy_Bliss=14.0, Synergy_Loewe=2.36, Synergy_HSA=3.20. (4) Drug 1: CCC1=C2CN3C(=CC4=C(C3=O)COC(=O)C4(CC)O)C2=NC5=C1C=C(C=C5)O. Drug 2: CC1CCC2CC(C(=CC=CC=CC(CC(C(=O)C(C(C(=CC(C(=O)CC(OC(=O)C3CCCCN3C(=O)C(=O)C1(O2)O)C(C)CC4CCC(C(C4)OC)OCCO)C)C)O)OC)C)C)C)OC. Cell line: CCRF-CEM. Synergy scores: CSS=33.9, Synergy_ZIP=-6.41, Synergy_Bliss=-10.9, Synergy_Loewe=-36.0, Synergy_HSA=-12.5. (5) Drug 1: CC1=C(C=C(C=C1)NC2=NC=CC(=N2)N(C)C3=CC4=NN(C(=C4C=C3)C)C)S(=O)(=O)N.Cl. Cell line: NCI-H322M. Synergy scores: CSS=-2.11, Synergy_ZIP=1.09, Synergy_Bliss=-0.635, Synergy_Loewe=-2.59, Synergy_HSA=-2.58. Drug 2: CN1C2=C(C=C(C=C2)N(CCCl)CCCl)N=C1CCCC(=O)O.Cl. (6) Drug 1: CCC1=CC2CC(C3=C(CN(C2)C1)C4=CC=CC=C4N3)(C5=C(C=C6C(=C5)C78CCN9C7C(C=CC9)(C(C(C8N6C)(C(=O)OC)O)OC(=O)C)CC)OC)C(=O)OC.C(C(C(=O)O)O)(C(=O)O)O. Drug 2: CC1=C(C(CCC1)(C)C)C=CC(=CC=CC(=CC(=O)O)C)C. Cell line: NCI-H226. Synergy scores: CSS=28.1, Synergy_ZIP=-0.644, Synergy_Bliss=1.75, Synergy_Loewe=-11.0, Synergy_HSA=2.35. (7) Drug 2: CCC(=C(C1=CC=CC=C1)C2=CC=C(C=C2)OCCN(C)C)C3=CC=CC=C3.C(C(=O)O)C(CC(=O)O)(C(=O)O)O. Cell line: SF-539. Synergy scores: CSS=8.20, Synergy_ZIP=-5.75, Synergy_Bliss=-3.37, Synergy_Loewe=-5.10, Synergy_HSA=-3.01. Drug 1: CC1=C(C=C(C=C1)NC2=NC=CC(=N2)N(C)C3=CC4=NN(C(=C4C=C3)C)C)S(=O)(=O)N.Cl. (8) Drug 1: C1=NC2=C(N1)C(=S)N=C(N2)N. Cell line: MALME-3M. Drug 2: CC12CCC3C(C1CCC2O)C(CC4=C3C=CC(=C4)O)CCCCCCCCCS(=O)CCCC(C(F)(F)F)(F)F. Synergy scores: CSS=13.9, Synergy_ZIP=-8.35, Synergy_Bliss=-0.970, Synergy_Loewe=-6.43, Synergy_HSA=-2.50.